This data is from TCR-epitope binding with 47,182 pairs between 192 epitopes and 23,139 TCRs. The task is: Binary Classification. Given a T-cell receptor sequence (or CDR3 region) and an epitope sequence, predict whether binding occurs between them. (1) The epitope is IYSKHTPINL. The TCR CDR3 sequence is CSVEGMRDYGYTF. Result: 0 (the TCR does not bind to the epitope). (2) The epitope is KTWGQYWQV. The TCR CDR3 sequence is CASSYSWDRGINTEAFF. Result: 1 (the TCR binds to the epitope). (3) The epitope is NLDSKVGGNY. The TCR CDR3 sequence is CASSALAGGPGEQFF. Result: 0 (the TCR does not bind to the epitope). (4) Result: 1 (the TCR binds to the epitope). The TCR CDR3 sequence is CASSPDDRVPGNTIYF. The epitope is MPASWVMRI.